From a dataset of Reaction yield outcomes from USPTO patents with 853,638 reactions. Predict the reaction yield, written as a fraction of the theoretical maximum amount of product (1.0 means a 100% yield; for example, 0.34 means a 34% yield). (1) The reactants are [CH3:1][O:2][C:3](=[O:21])/[C:4](/[CH2:13][C:14]1[CH:19]=[CH:18][C:17]([OH:20])=[CH:16][CH:15]=1)=[C:5](/[CH:10]([CH3:12])[CH3:11])\[C:6]([O:8][CH3:9])=[O:7].C(=O)([O-])[O-].[K+].[K+].Br[CH2:29][C:30]([O:32][CH3:33])=[O:31].C1(C)C=CC=CC=1.C(OCC)(=O)C. The catalyst is C1(C)C=CC=CC=1.O. The product is [CH3:9][O:8][C:6](=[O:7])/[C:5](/[CH:10]([CH3:11])[CH3:12])=[C:4](/[CH2:13][C:14]1[CH:15]=[CH:16][C:17]([O:20][CH2:29][C:30]([O:32][CH3:33])=[O:31])=[CH:18][CH:19]=1)\[C:3]([O:2][CH3:1])=[O:21]. The yield is 0.820. (2) The reactants are [CH2:1]([NH:4][C:5]1[C:10](Br)=[N:9][C:8]([Br:12])=[CH:7][N:6]=1)[CH:2]=[CH2:3].C([O-])=O.[Na+]. The catalyst is CN(C=O)C.CC([O-])=O.CC([O-])=O.[Pd+2]. The product is [Br:12][C:8]1[N:9]=[C:10]2[C:2]([CH3:3])=[CH:1][NH:4][C:5]2=[N:6][CH:7]=1. The yield is 0.110.